From a dataset of Reaction yield outcomes from USPTO patents with 853,638 reactions. Predict the reaction yield, written as a fraction of the theoretical maximum amount of product (1.0 means a 100% yield; for example, 0.34 means a 34% yield). (1) The reactants are [CH3:1][N:2]([CH3:24])[CH2:3][CH2:4][NH:5][S:6]([CH:9]1[CH2:13][CH2:12][N:11](C(OCC2C=CC=CC=2)=O)[CH2:10]1)(=[O:8])=[O:7]. The catalyst is CO.[Pd]. The product is [CH3:1][N:2]([CH3:24])[CH2:3][CH2:4][NH:5][S:6]([CH:9]1[CH2:13][CH2:12][NH:11][CH2:10]1)(=[O:8])=[O:7]. The yield is 0.890. (2) The reactants are [C:1]1([C@@H:7]([NH:9][C:10]2[N:15]=[C:14]([N:16]3[C:20]4[CH:21]=[C:22]([NH2:25])[CH:23]=[CH:24][C:19]=4[N:18]=[CH:17]3)[CH:13]=[N:12][CH:11]=2)[CH3:8])[CH:6]=[CH:5][CH:4]=[CH:3][CH:2]=1.Cl.[C:27](Cl)(=[O:34])[C:28]1[CH:33]=[CH:32][N:31]=[CH:30][CH:29]=1. No catalyst specified. The product is [C:1]1([C@@H:7]([NH:9][C:10]2[N:15]=[C:14]([N:16]3[C:20]4[CH:21]=[C:22]([NH:25][C:27](=[O:34])[C:28]5[CH:33]=[CH:32][N:31]=[CH:30][CH:29]=5)[CH:23]=[CH:24][C:19]=4[N:18]=[CH:17]3)[CH:13]=[N:12][CH:11]=2)[CH3:8])[CH:6]=[CH:5][CH:4]=[CH:3][CH:2]=1. The yield is 0.230.